This data is from Cav3 T-type calcium channel HTS with 100,875 compounds. The task is: Binary Classification. Given a drug SMILES string, predict its activity (active/inactive) in a high-throughput screening assay against a specified biological target. The molecule is O1c2cc3c([nH]c(=O)c(CN(Cc4ccccc4)C(=O)c4cc(OC)ccc4)c3)cc2OCC1. The result is 0 (inactive).